Dataset: HIV replication inhibition screening data with 41,000+ compounds from the AIDS Antiviral Screen. Task: Binary Classification. Given a drug SMILES string, predict its activity (active/inactive) in a high-throughput screening assay against a specified biological target. (1) The drug is CC1CN(Cc2ccccc2)C(=N)S1. The result is 0 (inactive). (2) The molecule is COC(=O)C1Cc2c([nH]c3ccccc23)C(c2ccccc2)N1. The result is 0 (inactive). (3) The compound is COc1cccc(C2SC(=N)Nc3c2c(C)nn3C(=O)c2ccccc2O)c1. The result is 0 (inactive).